This data is from Forward reaction prediction with 1.9M reactions from USPTO patents (1976-2016). The task is: Predict the product of the given reaction. (1) The product is: [OH:22][C:23]1[CH:24]=[CH:25][C:26]2[C:30]([C:31]([O:3][CH3:1])=[O:32])=[C:29]([CH3:34])[S:28][C:27]=2[CH:35]=1. Given the reactants [C:1](OC1C=CC2C=C(C)SC=2C=1)(=[O:3])C.C(Cl)(=O)C(Cl)=O.C[O:22][C:23]1[CH:24]=[CH:25][C:26]2[C:30]([C:31](Cl)=[O:32])=[C:29]([CH3:34])[S:28][C:27]=2[CH:35]=1.C([O-])([O-])=O.[K+].[K+], predict the reaction product. (2) Given the reactants [Cl:1][C:2]1[CH:7]=[CH:6][C:5]([CH:8]2[CH2:13][CH2:12][CH2:11][CH2:10][C:9]2=[O:14])=[CH:4][CH:3]=1.[Br:15]Br, predict the reaction product. The product is: [Br:15][CH:10]1[C:9](=[O:14])[CH:8]([C:5]2[CH:4]=[CH:3][C:2]([Cl:1])=[CH:7][CH:6]=2)[CH2:13][CH2:12][CH2:11]1. (3) Given the reactants [CH:1]1[CH:2]=[CH:3][C:4](/[CH:7]=[CH:8]/[CH2:9][OH:10])=[CH:5][CH:6]=1.N1C=CC=CC=1.[CH2:17]([O:19][C:20](=[O:26])[CH:21]=[CH:22][C:23](Cl)=[O:24])[CH3:18], predict the reaction product. The product is: [C:23]([O:10][CH2:9][CH:8]=[CH:7][C:4]1[CH:5]=[CH:6][CH:1]=[CH:2][CH:3]=1)(=[O:24])/[CH:22]=[CH:21]/[C:20]([O:19][CH2:17][CH3:18])=[O:26]. (4) Given the reactants Br[C:2]1[N:3]=[C:4]([C:13]2[CH:18]=[CH:17][CH:16]=[CH:15][C:14]=2[Cl:19])[C:5]([N:8]2[CH2:12][CH2:11][CH2:10][CH2:9]2)=[N:6][CH:7]=1.[C:20]([O:23][CH2:24]C)(=[O:22])C.ClCCl.[C]=O, predict the reaction product. The product is: [CH3:24][O:23][C:20]([C:2]1[CH:7]=[N:6][C:5]([N:8]2[CH2:12][CH2:11][CH2:10][CH2:9]2)=[C:4]([C:13]2[CH:18]=[CH:17][CH:16]=[CH:15][C:14]=2[Cl:19])[N:3]=1)=[O:22]. (5) Given the reactants [OH:1][CH:2]1[O:21][C@H:20]([CH2:22][OH:23])[C@@H:7]([O:8][C@@H:9]2[O:17][C@H:16]([CH2:18][OH:19])[C@H:14]([OH:15])[C@H:12]([OH:13])[C@H:10]2[OH:11])[C@H:5]([OH:6])[C@H:3]1[OH:4].[CH3:24][C:25]([C:27]([O:29][CH3:30])=[O:28])=[CH2:26].[Na+].[Cl-], predict the reaction product. The product is: [CH2:18]([OH:19])[C@H:16]1[O:17][C@@H:9]([O:8][C@H:7]2[C@H:5]([OH:6])[C@@:2]([OH:1])([CH2:3][OH:4])[O:21][C@@H:20]2[CH2:22][OH:23])[C@H:10]([OH:11])[C@@H:12]([OH:13])[C@H:14]1[OH:15].[OH2:28].[CH3:26][C:25]([C:27]([O:29][CH3:30])=[O:28])=[CH2:24]. (6) The product is: [ClH:21].[Cl:21][C:22]1[CH:23]=[C:24]([NH:25][C:4]([C:6]2[C:11]([NH:12][C:15]3[CH:16]=[N:17][CH:18]=[N:19][CH:20]=3)=[N:10][CH:9]=[C:8]([CH3:13])[N:7]=2)=[O:5])[CH:26]=[CH:27][CH:28]=1. Given the reactants C(O[C:4]([C:6]1[C:11]([NH2:12])=[N:10][CH:9]=[C:8]([CH3:13])[N:7]=1)=[O:5])C.Br[C:15]1[CH:16]=[N:17][CH:18]=[N:19][CH:20]=1.[Cl:21][C:22]1[CH:23]=[C:24]([CH:26]=[CH:27][CH:28]=1)[NH2:25], predict the reaction product.